From a dataset of Merck oncology drug combination screen with 23,052 pairs across 39 cell lines. Regression. Given two drug SMILES strings and cell line genomic features, predict the synergy score measuring deviation from expected non-interaction effect. (1) Drug 1: Nc1ccn(C2OC(CO)C(O)C2(F)F)c(=O)n1. Drug 2: CC1(c2nc3c(C(N)=O)cccc3[nH]2)CCCN1. Cell line: HCT116. Synergy scores: synergy=-4.89. (2) Drug 1: Cn1nnc2c(C(N)=O)ncn2c1=O. Drug 2: Cn1c(=O)n(-c2ccc(C(C)(C)C#N)cc2)c2c3cc(-c4cnc5ccccc5c4)ccc3ncc21. Cell line: HT144. Synergy scores: synergy=11.3. (3) Drug 1: CN(Cc1cnc2nc(N)nc(N)c2n1)c1ccc(C(=O)NC(CCC(=O)O)C(=O)O)cc1. Drug 2: CCc1cnn2c(NCc3ccc[n+]([O-])c3)cc(N3CCCCC3CCO)nc12. Cell line: CAOV3. Synergy scores: synergy=-4.05. (4) Drug 1: O=S1(=O)NC2(CN1CC(F)(F)F)C1CCC2Cc2cc(C=CCN3CCC(C(F)(F)F)CC3)ccc2C1. Drug 2: COc1cc(C2c3cc4c(cc3C(OC3OC5COC(C)OC5C(O)C3O)C3COC(=O)C23)OCO4)cc(OC)c1O. Cell line: RPMI7951. Synergy scores: synergy=13.7. (5) Drug 1: O=C(NOCC(O)CO)c1ccc(F)c(F)c1Nc1ccc(I)cc1F. Drug 2: CNC(=O)c1cc(Oc2ccc(NC(=O)Nc3ccc(Cl)c(C(F)(F)F)c3)cc2)ccn1. Cell line: T47D. Synergy scores: synergy=25.1.